Dataset: Reaction yield outcomes from USPTO patents with 853,638 reactions. Task: Predict the reaction yield, written as a fraction of the theoretical maximum amount of product (1.0 means a 100% yield; for example, 0.34 means a 34% yield). (1) The reactants are [CH3:1][O:2][C:3](=[O:14])[C:4]1[C:5](=[CH:7][C:8]([N+:11]([O-:13])=[O:12])=[CH:9][CH:10]=1)[NH2:6].S(Cl)([Cl:18])(=O)=O. The catalyst is C(O)(=O)C. The product is [CH3:1][O:2][C:3](=[O:14])[C:4]1[C:5](=[CH:7][C:8]([N+:11]([O-:13])=[O:12])=[C:9]([Cl:18])[CH:10]=1)[NH2:6]. The yield is 0.360. (2) The reactants are [C:1]([C:4]1[S:8][C:7]([C:9]([OH:11])=[O:10])=[CH:6][CH:5]=1)(=[O:3])[CH3:2].[CH3:12][Si](C=[N+]=[N-])(C)C.CCOCC. The catalyst is C1(C)C=CC=CC=1.CO. The product is [C:1]([C:4]1[S:8][C:7]([C:9]([O:11][CH3:12])=[O:10])=[CH:6][CH:5]=1)(=[O:3])[CH3:2]. The yield is 1.00. (3) The reactants are C(#N)CC.[NH2:5][C:6]1[N:13]=[CH:12][C:11](Br)=[CH:10][C:7]=1[C:8]#[N:9].[CH3:15][N:16]([CH2:21][C:22]1[N:23]([CH3:31])[C:24]2[C:29]([CH:30]=1)=[CH:28][CH:27]=[CH:26][CH:25]=2)[C:17](=[O:20])[CH:18]=[CH2:19].C(N(C(C)C)CC)(C)C.CC1C=CC=CC=1P(C1C=CC=CC=1C)C1C=CC=CC=1C.[ClH:63]. The catalyst is CC([O-])=O.CC([O-])=O.[Pd+2]. The product is [ClH:63].[NH2:5][C:6]1[N:13]=[CH:12][C:11](/[CH:19]=[CH:18]/[C:17]([N:16]([CH3:15])[CH2:21][C:22]2[N:23]([CH3:31])[C:24]3[C:29]([CH:30]=2)=[CH:28][CH:27]=[CH:26][CH:25]=3)=[O:20])=[CH:10][C:7]=1[C:8]#[N:9]. The yield is 0.430. (4) The yield is 0.400. The reactants are [NH2:1][C:2]1[S:3][C:4]2[N:5]=[C:6]([NH:11][C:12]3[CH:13]=[C:14]([NH:19][C:20](=[O:32])[C:21]4[CH:26]=[CH:25][CH:24]=[C:23]([C:27]([C:30]#[N:31])([CH3:29])[CH3:28])[CH:22]=4)[CH:15]=[CH:16][C:17]=3[CH3:18])[N:7]=[CH:8][C:9]=2[N:10]=1.[CH3:33][N:34]1[CH:38]=[CH:37][C:36]([C:39](O)=[O:40])=[N:35]1.F[P-](F)(F)(F)(F)F.N1(OC(N(C)C)=[N+](C)C)C2N=CC=CC=2N=N1.C(=O)([O-])O.[Na+]. The catalyst is N1C=CC=CC=1. The product is [C:30]([C:27]([C:23]1[CH:22]=[C:21]([C:20]([NH:19][C:14]2[CH:15]=[CH:16][C:17]([CH3:18])=[C:12]([NH:11][C:6]3[N:7]=[CH:8][C:9]4[N:10]=[C:2]([NH:1][C:39]([C:36]5[CH:37]=[CH:38][N:34]([CH3:33])[N:35]=5)=[O:40])[S:3][C:4]=4[N:5]=3)[CH:13]=2)=[O:32])[CH:26]=[CH:25][CH:24]=1)([CH3:29])[CH3:28])#[N:31]. (5) The reactants are [N:1]1[CH:6]=[CH:5][CH:4]=[CH:3][C:2]=1[CH2:7][C:8]#[N:9].[H-].[Na+].Cl[CH2:13][CH2:14][N:15]([CH2:17][CH2:18]Cl)[CH3:16]. The catalyst is CS(C)=O.Cl. The product is [CH3:16][N:15]1[CH2:17][CH2:18][C:7]([C:2]2[CH:3]=[CH:4][CH:5]=[CH:6][N:1]=2)([C:8]#[N:9])[CH2:13][CH2:14]1. The yield is 0.340. (6) The reactants are [Br:1][C:2]1[CH:3]=[C:4]([CH:19]=[CH:20][CH:21]=1)[C:5]([NH:7][N:8]=[C:9]([C:13]1[CH:18]=[CH:17][CH:16]=[CH:15][CH:14]=1)[CH:10]=[N:11][OH:12])=[O:6].[CH3:22]I. The catalyst is CO.ClCCl.[Ag-]=O. The product is [Br:1][C:2]1[CH:3]=[C:4]([CH:19]=[CH:20][CH:21]=1)[C:5]([NH:7][N:8]=[C:9]([C:13]1[CH:14]=[CH:15][CH:16]=[CH:17][CH:18]=1)[CH:10]=[N:11][O:12][CH3:22])=[O:6]. The yield is 0.610. (7) The reactants are [OH:1][C@H:2]([C:36]1[CH:45]=[CH:44][C:43]([OH:46])=[C:42]2[C:37]=1[CH:38]=[CH:39][C:40](=[O:47])[NH:41]2)[CH2:3][NH:4][CH2:5][CH2:6][CH2:7][CH2:8][CH2:9][CH2:10][CH2:11][CH2:12][CH2:13][N:14]1[CH2:19][CH2:18][CH:17]([O:20][C:21](=[O:35])[NH:22][C:23]2[CH:28]=[CH:27][CH:26]=[CH:25][C:24]=2[C:29]2[CH:34]=[CH:33][CH:32]=[CH:31][CH:30]=2)[CH2:16][CH2:15]1.[C:48]1([S:62]([OH:65])(=[O:64])=[O:63])[C:57]2[CH:56]=[CH:55][CH:54]=[C:53]([S:58]([OH:61])(=[O:60])=[O:59])[C:52]=2[CH:51]=[CH:50][CH:49]=1. The catalyst is CO. The product is [C:48]1([S:62]([OH:65])(=[O:64])=[O:63])[C:57]2[CH:56]=[CH:55][CH:54]=[C:53]([S:58]([OH:61])(=[O:60])=[O:59])[C:52]=2[CH:51]=[CH:50][CH:49]=1.[OH:1][C@H:2]([C:36]1[CH:45]=[CH:44][C:43]([OH:46])=[C:42]2[C:37]=1[CH:38]=[CH:39][C:40](=[O:47])[NH:41]2)[CH2:3][NH:4][CH2:5][CH2:6][CH2:7][CH2:8][CH2:9][CH2:10][CH2:11][CH2:12][CH2:13][N:14]1[CH2:15][CH2:16][CH:17]([O:20][C:21](=[O:35])[NH:22][C:23]2[CH:28]=[CH:27][CH:26]=[CH:25][C:24]=2[C:29]2[CH:30]=[CH:31][CH:32]=[CH:33][CH:34]=2)[CH2:18][CH2:19]1. The yield is 0.800. (8) The reactants are [Br:1][C:2]1[CH:3]=[C:4]([OH:8])[CH:5]=[CH:6][CH:7]=1.C([Mg]Cl)(C)C.[CH:14]([N:27]1[C:35]2[C:30](=[CH:31][CH:32]=[CH:33][CH:34]=2)[C:29](=[O:36])[C:28]1=[O:37])([C:21]1[CH:26]=[CH:25][CH:24]=[CH:23][CH:22]=1)[C:15]1[CH:20]=[CH:19][CH:18]=[CH:17][CH:16]=1. The catalyst is ClCCl.C(OCC)(=O)C. The product is [Br:1][C:2]1[CH:7]=[CH:6][C:5]([C:29]2([OH:36])[C:30]3[C:35](=[CH:34][CH:33]=[CH:32][CH:31]=3)[N:27]([CH:14]([C:15]3[CH:16]=[CH:17][CH:18]=[CH:19][CH:20]=3)[C:21]3[CH:26]=[CH:25][CH:24]=[CH:23][CH:22]=3)[C:28]2=[O:37])=[C:4]([OH:8])[CH:3]=1. The yield is 0.700.